This data is from Forward reaction prediction with 1.9M reactions from USPTO patents (1976-2016). The task is: Predict the product of the given reaction. (1) Given the reactants [CH2:1]=O.[Cl:3][C:4]1[CH:5]=[CH:6][C:7]([CH3:36])=[C:8]([NH:10][C:11]([C:13]2[N:14]=[CH:15][NH:16][C:17]=2[C:18]([NH:20][C:21]2[NH:25][C:24]3[CH:26]=[C:27]([N:30]4[CH2:35][CH2:34][NH:33][CH2:32][CH2:31]4)[CH:28]=[CH:29][C:23]=3[N:22]=2)=[O:19])=[O:12])[CH:9]=1.[Na], predict the reaction product. The product is: [Cl:3][C:4]1[CH:5]=[CH:6][C:7]([CH3:36])=[C:8]([NH:10][C:11]([C:13]2[N:14]=[CH:15][NH:16][C:17]=2[C:18]([NH:20][C:21]2[NH:22][C:23]3[CH:29]=[CH:28][C:27]([N:30]4[CH2:31][CH2:32][N:33]([CH3:1])[CH2:34][CH2:35]4)=[CH:26][C:24]=3[N:25]=2)=[O:19])=[O:12])[CH:9]=1. (2) Given the reactants [NH2:1][C:2]1[CH:7]=[CH:6][C:5]([Cl:8])=[CH:4][C:3]=1[C:9]1[CH:17]=[C:16]2[N:12]([C@H:13]([C:18]([O:20][CH2:21][CH3:22])=[O:19])[CH2:14][CH2:15]2)[C:11](=[O:23])[CH:10]=1.[N:24]([Si](C)(C)C)=[N+:25]=[N-].N(OC(C)(C)C)=O, predict the reaction product. The product is: [N:1]([C:2]1[CH:7]=[CH:6][C:5]([Cl:8])=[CH:4][C:3]=1[C:9]1[CH:17]=[C:16]2[N:12]([C@H:13]([C:18]([O:20][CH2:21][CH3:22])=[O:19])[CH2:14][CH2:15]2)[C:11](=[O:23])[CH:10]=1)=[N+:24]=[N-:25]. (3) Given the reactants Br[C:2]1[N:7]=[C:6]([NH:8][CH2:9][CH:10]2[CH2:15][CH2:14][O:13][CH2:12][CH2:11]2)[C:5]([NH2:16])=[N:4][CH:3]=1.BrC1N=[C:20]([NH2:25])C(N)=NC=1.[O:26]1CCC(CN)C[CH2:27]1.[CH:34](N(C(C)C)CC)([CH3:36])[CH3:35].[CH2:43]([OH:47])[CH2:44][CH2:45][CH3:46], predict the reaction product. The product is: [CH3:20][NH:25][C:43](=[O:47])[C:44]1[CH:36]=[CH:34][C:35]([C:2]2[N:7]=[C:6]3[N:8]([CH2:9][CH:10]4[CH2:15][CH2:14][O:13][CH2:12][CH2:11]4)[C:27](=[O:26])[NH:16][C:5]3=[N:4][CH:3]=2)=[CH:46][CH:45]=1. (4) Given the reactants [N:1]([CH2:4][C@H:5]([OH:13])[CH2:6][N:7]1[CH2:12][CH2:11][CH2:10][CH2:9][CH2:8]1)=[N+]=[N-], predict the reaction product. The product is: [NH2:1][CH2:4][C@H:5]([OH:13])[CH2:6][N:7]1[CH2:8][CH2:9][CH2:10][CH2:11][CH2:12]1.